This data is from Full USPTO retrosynthesis dataset with 1.9M reactions from patents (1976-2016). The task is: Predict the reactants needed to synthesize the given product. Given the product [CH2:1]([N:3]([CH2:4][C:5]1[CH:6]=[CH:7][C:8]([CH2:11][N:12]2[CH2:13][CH2:14][N:15]([C:18]3[C:23]([C:24]([O:26][CH:27]([CH3:28])[CH3:29])=[O:25])=[CH:22][CH:21]=[CH:20][N:19]=3)[CH2:16][CH2:17]2)=[CH:9][CH:10]=1)[CH2:35][C:32]1[CH:33]=[CH:34][O:30][CH:31]=1)[CH3:2], predict the reactants needed to synthesize it. The reactants are: [CH2:1]([NH:3][CH2:4][C:5]1[CH:10]=[CH:9][C:8]([CH2:11][N:12]2[CH2:17][CH2:16][N:15]([C:18]3[C:23]([C:24]([O:26][CH:27]([CH3:29])[CH3:28])=[O:25])=[CH:22][CH:21]=[CH:20][N:19]=3)[CH2:14][CH2:13]2)=[CH:7][CH:6]=1)[CH3:2].[O:30]1[CH:34]=[CH:33][C:32]([CH:35]=O)=[CH:31]1.C(O)(=O)C.C([BH3-])#N.[Na+].